From a dataset of NCI-60 drug combinations with 297,098 pairs across 59 cell lines. Regression. Given two drug SMILES strings and cell line genomic features, predict the synergy score measuring deviation from expected non-interaction effect. (1) Drug 1: CNC(=O)C1=CC=CC=C1SC2=CC3=C(C=C2)C(=NN3)C=CC4=CC=CC=N4. Drug 2: CC1=C(C=C(C=C1)NC(=O)C2=CC=C(C=C2)CN3CCN(CC3)C)NC4=NC=CC(=N4)C5=CN=CC=C5. Cell line: PC-3. Synergy scores: CSS=8.52, Synergy_ZIP=8.57, Synergy_Bliss=14.2, Synergy_Loewe=12.4, Synergy_HSA=11.6. (2) Drug 1: CC1=C2C(C(=O)C3(C(CC4C(C3C(C(C2(C)C)(CC1OC(=O)C(C(C5=CC=CC=C5)NC(=O)OC(C)(C)C)O)O)OC(=O)C6=CC=CC=C6)(CO4)OC(=O)C)O)C)O. Drug 2: C(CN)CNCCSP(=O)(O)O. Cell line: SK-OV-3. Synergy scores: CSS=15.9, Synergy_ZIP=-4.36, Synergy_Bliss=-3.64, Synergy_Loewe=-85.1, Synergy_HSA=-4.65. (3) Drug 1: CC(C1=C(C=CC(=C1Cl)F)Cl)OC2=C(N=CC(=C2)C3=CN(N=C3)C4CCNCC4)N. Drug 2: C1=CC(=CC=C1CCC2=CNC3=C2C(=O)NC(=N3)N)C(=O)NC(CCC(=O)O)C(=O)O. Cell line: SW-620. Synergy scores: CSS=39.4, Synergy_ZIP=4.23, Synergy_Bliss=5.38, Synergy_Loewe=6.16, Synergy_HSA=7.15. (4) Drug 1: CC=C1C(=O)NC(C(=O)OC2CC(=O)NC(C(=O)NC(CSSCCC=C2)C(=O)N1)C(C)C)C(C)C. Drug 2: C1CC(=O)NC(=O)C1N2C(=O)C3=CC=CC=C3C2=O. Cell line: HCC-2998. Synergy scores: CSS=42.1, Synergy_ZIP=0.818, Synergy_Bliss=1.01, Synergy_Loewe=-58.0, Synergy_HSA=0.541. (5) Drug 1: CC(C)(C#N)C1=CC(=CC(=C1)CN2C=NC=N2)C(C)(C)C#N. Drug 2: C(CCl)NC(=O)N(CCCl)N=O. Cell line: A549. Synergy scores: CSS=4.97, Synergy_ZIP=-3.45, Synergy_Bliss=-3.94, Synergy_Loewe=-3.04, Synergy_HSA=-2.30. (6) Drug 1: C1=CC(=CC=C1CCC2=CNC3=C2C(=O)NC(=N3)N)C(=O)NC(CCC(=O)O)C(=O)O. Drug 2: C1C(C(OC1N2C=NC3=C2NC=NCC3O)CO)O. Cell line: K-562. Synergy scores: CSS=45.7, Synergy_ZIP=-1.16, Synergy_Bliss=-3.02, Synergy_Loewe=-21.1, Synergy_HSA=-2.40. (7) Drug 1: C1=CC=C(C=C1)NC(=O)CCCCCCC(=O)NO. Drug 2: CC12CCC3C(C1CCC2O)C(CC4=C3C=CC(=C4)O)CCCCCCCCCS(=O)CCCC(C(F)(F)F)(F)F. Cell line: 786-0. Synergy scores: CSS=-0.312, Synergy_ZIP=-0.439, Synergy_Bliss=-1.64, Synergy_Loewe=-1.36, Synergy_HSA=-2.07.